From a dataset of Catalyst prediction with 721,799 reactions and 888 catalyst types from USPTO. Predict which catalyst facilitates the given reaction. (1) Reactant: [O:1]=[C:2]1[C:6]2=[CH:7][N:8]([CH2:15][C:16]3[CH:21]=[CH:20][C:19]([N:22]4[CH:26]=[CH:25][CH:24]=[N:23]4)=[CH:18][CH:17]=3)[C:9]3[CH:10]=[CH:11][CH:12]=[CH:13][C:14]=3[C:5]2=[N:4][N:3]1[C:27]1[CH:34]=[CH:33][CH:32]=[CH:31][C:28]=1[CH:29]=[O:30].C([BH3-])#N.[Na+].[BH4-].[Na+].ClC1C(=O)C(C#N)=C(C#N)C(=O)C=1Cl.C(=O)(O)[O-].[Na+]. Product: [OH:30][CH2:29][C:28]1[CH:31]=[CH:32][CH:33]=[CH:34][C:27]=1[N:3]1[C:2](=[O:1])[C:6]2=[CH:7][N:8]([CH2:15][C:16]3[CH:21]=[CH:20][C:19]([N:22]4[CH:26]=[CH:25][CH:24]=[N:23]4)=[CH:18][CH:17]=3)[C:9]3[CH:10]=[CH:11][CH:12]=[CH:13][C:14]=3[C:5]2=[N:4]1. The catalyst class is: 217. (2) Reactant: C(N(CC)CC)C.Cl.[NH2:9][CH2:10][C:11]([C:13]1[CH:18]=[CH:17][CH:16]=[CH:15][C:14]=1[O:19][CH3:20])=[O:12].[CH3:21][O:22][C:23](=[O:33])[CH2:24][CH2:25][CH2:26][CH2:27][CH2:28][CH2:29][C:30](O)=[O:31].CCN=C=NCCCN(C)C.Cl. Product: [CH3:21][O:22][C:23](=[O:33])[CH2:24][CH2:25][CH2:26][CH2:27][CH2:28][CH2:29][C:30](=[O:31])[NH:9][CH2:10][C:11]([C:13]1[CH:18]=[CH:17][CH:16]=[CH:15][C:14]=1[O:19][CH3:20])=[O:12]. The catalyst class is: 124. (3) Reactant: [F:1][C:2]1[CH:23]=[CH:22][C:5]([CH2:6][NH:7][C:8]([C:10]2[S:18][C:17]3[N:12]([C:13](=[O:21])[NH:14][C:15](=[O:20])[C:16]=3[CH3:19])[CH:11]=2)=[O:9])=[CH:4][CH:3]=1.C(=O)([O-])[O-].[Cs+].[Cs+].[CH3:30][O:31][C:32]([C:34]1[C:39]([O:40][CH3:41])=[CH:38][N:37]=[C:36]([CH2:42]Cl)[N:35]=1)=[O:33]. Product: [CH3:30][O:31][C:32]([C:34]1[C:39]([O:40][CH3:41])=[CH:38][N:37]=[C:36]([CH2:42][N:14]2[C:15](=[O:20])[C:16]([CH3:19])=[C:17]3[S:18][C:10]([C:8](=[O:9])[NH:7][CH2:6][C:5]4[CH:4]=[CH:3][C:2]([F:1])=[CH:23][CH:22]=4)=[CH:11][N:12]3[C:13]2=[O:21])[N:35]=1)=[O:33]. The catalyst class is: 9. (4) Reactant: [Br:1][C:2]1[C:3]([CH3:9])=[N:4][C:5](Br)=[CH:6][CH:7]=1.[F:10][CH:11]([F:14])[CH2:12][OH:13].CC(C)([O-])C.[K+].O. Product: [Br:1][C:2]1[C:3]([CH3:9])=[N:4][C:5]([O:13][CH2:12][CH:11]([F:14])[F:10])=[CH:6][CH:7]=1. The catalyst class is: 1. (5) Reactant: [CH2:1]([CH:5]1[C:10](=NO)[CH2:9][CH2:8][N:7](CCC2C=CC=CC=2)[CH2:6]1)[CH2:2][CH2:3][CH3:4].[H-].[H-].[H-].[H-].[Li+].[Al+3].C([O-])(O)=[O:28].[Na+]. Product: [CH2:1]([CH:5]1[C:10](=[O:28])[CH2:9][CH2:8][NH:7][CH2:6]1)[CH2:2][CH2:3][CH3:4]. The catalyst class is: 1. (6) Reactant: [Cl:1][C:2]1[CH:3]=[C:4]([CH:6]=[CH:7][C:8]=1[C:9]#[C:10][C:11]([CH3:14])([CH3:13])[CH3:12])[NH2:5].C(=O)([O-])[O-].[Ca+2].[C:20](Cl)(Cl)=[S:21].Cl. Product: [Cl:1][C:2]1[CH:3]=[C:4]([N:5]=[C:20]=[S:21])[CH:6]=[CH:7][C:8]=1[C:9]#[C:10][C:11]([CH3:14])([CH3:13])[CH3:12]. The catalyst class is: 229.